This data is from Forward reaction prediction with 1.9M reactions from USPTO patents (1976-2016). The task is: Predict the product of the given reaction. Given the reactants [OH:1][C@@:2]1([CH2:22][O:23][CH3:24])[CH2:7][CH2:6][CH2:5][CH2:4][C@H:3]1[N:8]1[C:12]([C:13]2[CH:18]=[CH:17][CH:16]=[CH:15][CH:14]=2)=[C:11]([C:19]([OH:21])=[O:20])[N:10]=[CH:9]1.[CH2:25]([N:32]1[CH2:37][CH2:36][NH:35][CH:34]([CH2:38][C:39]2[CH:44]=[CH:43][CH:42]=[CH:41][C:40]=2[C:45]2[CH:50]=[CH:49][CH:48]=[CH:47][CH:46]=2)[CH2:33]1)[C:26]1[CH:31]=[CH:30][CH:29]=[CH:28][CH:27]=1.CCN=C=NCCCN(C)C.Cl.C1C=CC2N(O)N=NC=2C=1.C(=O)([O-])O.[Na+], predict the reaction product. The product is: [CH2:25]([N:32]1[CH2:37][CH2:36][N:35]([C:19]([C:11]2[N:10]=[CH:9][N:8]([C@@H:3]3[CH2:4][CH2:5][CH2:6][CH2:7][C@:2]3([CH2:22][O:23][CH3:24])[OH:1])[C:12]=2[C:13]2[CH:18]=[CH:17][CH:16]=[CH:15][CH:14]=2)=[O:21])[C@H:34]([CH2:38][C:39]2[CH:44]=[CH:43][CH:42]=[CH:41][C:40]=2[C:45]2[CH:50]=[CH:49][CH:48]=[CH:47][CH:46]=2)[CH2:33]1)[C:26]1[CH:27]=[CH:28][CH:29]=[CH:30][CH:31]=1.[CH2:25]([N:32]1[CH2:37][CH2:36][N:35]([C:19]([C:11]2[N:10]=[CH:9][N:8]([C@@H:3]3[CH2:4][CH2:5][CH2:6][CH2:7][C@:2]3([CH2:22][O:23][CH3:24])[OH:1])[C:12]=2[C:13]2[CH:18]=[CH:17][CH:16]=[CH:15][CH:14]=2)=[O:20])[C@@H:34]([CH2:38][C:39]2[CH:44]=[CH:43][CH:42]=[CH:41][C:40]=2[C:45]2[CH:50]=[CH:49][CH:48]=[CH:47][CH:46]=2)[CH2:33]1)[C:26]1[CH:27]=[CH:28][CH:29]=[CH:30][CH:31]=1.